Dataset: Forward reaction prediction with 1.9M reactions from USPTO patents (1976-2016). Task: Predict the product of the given reaction. Given the reactants Br[C:2]1[CH:3]=[C:4]([NH:8][C@H:9]([C:12]2[CH:17]=[CH:16][CH:15]=[CH:14][CH:13]=2)[CH2:10][OH:11])[CH:5]=[N:6][CH:7]=1.[O:18]1[C:23]2[CH:24]=[CH:25][C:26](B(O)O)=[CH:27][C:22]=2[O:21][CH2:20][CH2:19]1.C(=O)([O-])[O-].[K+].[K+].COCCOC, predict the reaction product. The product is: [O:18]1[C:23]2[CH:24]=[CH:25][C:26]([C:2]3[CH:3]=[C:4]([NH:8][C@H:9]([C:12]4[CH:17]=[CH:16][CH:15]=[CH:14][CH:13]=4)[CH2:10][OH:11])[CH:5]=[N:6][CH:7]=3)=[CH:27][C:22]=2[O:21][CH2:20][CH2:19]1.